Dataset: Forward reaction prediction with 1.9M reactions from USPTO patents (1976-2016). Task: Predict the product of the given reaction. (1) Given the reactants C(OC(=O)[NH:7][C:8]1[CH:13]=[C:12]([CH3:14])[C:11]([Cl:15])=[CH:10][C:9]=1[NH2:16])(C)(C)C.C(O[C:23](=[O:42])[CH2:24][C:25]([C:27]1[CH:32]=[CH:31][CH:30]=[C:29]([C:33]2[CH:38]=[C:37]([CH3:39])[N:36]=[C:35]([NH:40][CH3:41])[N:34]=2)[CH:28]=1)=O)(C)(C)C, predict the reaction product. The product is: [Cl:15][C:11]1[C:12]([CH3:14])=[CH:13][C:8]2[N:7]=[C:25]([C:27]3[CH:32]=[CH:31][CH:30]=[C:29]([C:33]4[CH:38]=[C:37]([CH3:39])[N:36]=[C:35]([NH:40][CH3:41])[N:34]=4)[CH:28]=3)[CH2:24][C:23](=[O:42])[NH:16][C:9]=2[CH:10]=1. (2) Given the reactants CC1C=CC(S(O[CH2:12][CH2:13][CH2:14][N:15]2[CH2:20][CH2:19][CH:18]([C:21]([OH:34])([C:28]3[CH:33]=[CH:32][CH:31]=[CH:30][CH:29]=3)[C:22]3[CH:27]=[CH:26][CH:25]=[CH:24][CH:23]=3)[CH2:17][CH2:16]2)(=O)=O)=CC=1.[C:35]([C:39]1[CH:45]=[CH:44][C:42]([NH2:43])=[CH:41][CH:40]=1)([CH3:38])([CH3:37])[CH3:36].C(#N)C, predict the reaction product. The product is: [C:35]([C:39]1[CH:40]=[CH:41][C:42]([NH:43][CH2:12][CH2:13][CH2:14][N:15]2[CH2:20][CH2:19][CH:18]([C:21]([C:28]3[CH:29]=[CH:30][CH:31]=[CH:32][CH:33]=3)([C:22]3[CH:27]=[CH:26][CH:25]=[CH:24][CH:23]=3)[OH:34])[CH2:17][CH2:16]2)=[CH:44][CH:45]=1)([CH3:38])([CH3:36])[CH3:37].